Dataset: Reaction yield outcomes from USPTO patents with 853,638 reactions. Task: Predict the reaction yield, written as a fraction of the theoretical maximum amount of product (1.0 means a 100% yield; for example, 0.34 means a 34% yield). (1) The reactants are Br[C:2]1[CH:7]=[CH:6][CH:5]=[C:4]([N+:8]([O-:10])=[O:9])[CH:3]=1.[NH:11]1[CH2:15][CH2:14][CH2:13][C:12]1=[O:16].C([O-])(=O)C.[K+]. The catalyst is C1(C)C(C)=CC=CC=1.[Cu]. The product is [N+:8]([C:4]1[CH:3]=[C:2]([N:11]2[CH2:15][CH2:14][CH2:13][C:12]2=[O:16])[CH:7]=[CH:6][CH:5]=1)([O-:10])=[O:9]. The yield is 0.520. (2) The reactants are [CH2:1]([N:3]1[CH:12]=[C:11]([C:13]2[CH:14]=[N:15][C:16](F)=[C:17]([CH3:19])[CH:18]=2)[C:10]2[C:5](=[CH:6][C:7]([O:23][CH3:24])=[C:8]([O:21][CH3:22])[CH:9]=2)[C:4]1=[O:25])[CH3:2].[NH:26]1[CH2:31][CH2:30][CH:29]([C:32]([OH:35])([CH3:34])[CH3:33])[CH2:28][CH2:27]1. The catalyst is CS(C)=O.O. The product is [CH2:1]([N:3]1[CH:12]=[C:11]([C:13]2[CH:14]=[N:15][C:16]([N:26]3[CH2:31][CH2:30][CH:29]([C:32]([OH:35])([CH3:34])[CH3:33])[CH2:28][CH2:27]3)=[C:17]([CH3:19])[CH:18]=2)[C:10]2[C:5](=[CH:6][C:7]([O:23][CH3:24])=[C:8]([O:21][CH3:22])[CH:9]=2)[C:4]1=[O:25])[CH3:2]. The yield is 0.550. (3) The reactants are [NH2:1][C:2]1[CH:7]=[CH:6][C:5]([N:8]([C:10]2[C:19]3[C:14](=[CH:15][CH:16]=[CH:17][CH:18]=3)[N:13]=[C:12]([CH3:20])[N:11]=2)[CH3:9])=[CH:4][CH:3]=1.C(N(CC)CC)C.[C:28](OC(=O)C)(=[O:30])[CH3:29].C(OCC)(=O)C. The catalyst is ClCCl.CN(C)C1C=CN=CC=1. The product is [C:28]([NH:1][C:2]1[CH:7]=[CH:6][C:5]([N:8]([C:10]2[C:19]3[C:14](=[CH:15][CH:16]=[CH:17][CH:18]=3)[N:13]=[C:12]([CH3:20])[N:11]=2)[CH3:9])=[CH:4][CH:3]=1)(=[O:30])[CH3:29]. The yield is 1.00. (4) The product is [CH2:1]([O:3][C:4]1[CH:10]=[CH:9][C:7]([NH:8][C:21](=[O:23])[CH3:22])=[CH:6][C:5]=1[F:11])[CH3:2]. The yield is 0.410. The catalyst is C(Cl)Cl.CN(C1C=CN=CC=1)C. The reactants are [CH2:1]([O:3][C:4]1[CH:10]=[CH:9][C:7]([NH2:8])=[CH:6][C:5]=1[F:11])[CH3:2].CCN(C(C)C)C(C)C.[C:21](OC(=O)C)(=[O:23])[CH3:22]. (5) The reactants are C[Si](C)(C)[O:3][C:4]([C:6]1[CH:11]=[CH:10][C:9]([N:12]2[CH:16]=[N:15][CH:14]=[N:13]2)=[CH:8][CH:7]=1)=[CH2:5].Br[CH:20]([C:25]1[CH:30]=[C:29]([Cl:31])[CH:28]=[C:27]([Cl:32])[CH:26]=1)[C:21]([F:24])([F:23])[F:22].N1C=CC=CC=1C1C=CC=CN=1. The catalyst is ClC1C=CC=CC=1Cl.Cl[Cu]. The product is [N:12]1([C:9]2[CH:10]=[CH:11][C:6]([C:4](=[O:5])[CH2:3][CH:20]([C:25]3[CH:26]=[C:27]([Cl:32])[CH:28]=[C:29]([Cl:31])[CH:30]=3)[C:21]([F:24])([F:23])[F:22])=[CH:7][CH:8]=2)[CH:16]=[N:15][CH:14]=[N:13]1. The yield is 0.310. (6) The reactants are C([O:3][C:4](=[O:49])[CH:5]([NH:33][C:34]([C:36]1[CH:41]=[CH:40][CH:39]=[C:38]([C:42]2[CH:47]=[CH:46][C:45]([CH3:48])=[CH:44][CH:43]=2)[N:37]=1)=[O:35])[CH2:6][C:7]1[CH:12]=[CH:11][C:10]([C:13]2[N:17]=[C:16]([C:18]3[CH:23]=[CH:22][C:21]([NH:24][C:25]([O:27][C:28]([CH3:31])([CH3:30])[CH3:29])=[O:26])=[CH:20][CH:19]=3)[O:15][N:14]=2)=[C:9]([F:32])[CH:8]=1)C.C1(C)C=CC(C2N=C(C(O)=O)C=CC=2)=CC=1.C(OC(=O)C(N)CC1C=CC(C2N=C(C3C=CC(NC(OC(C)(C)C)=O)=CC=3)ON=2)=C(F)C=1)C.CN(C(ON1N=NC2C=CC=NC1=2)=[N+](C)C)C.F[P-](F)(F)(F)(F)F.CCN(CC)CC.C([O-])(O)=O.[Na+]. The catalyst is ClCCl. The product is [C:28]([O:27][C:25]([NH:24][C:21]1[CH:20]=[CH:19][C:18]([C:16]2[O:15][N:14]=[C:13]([C:10]3[CH:11]=[CH:12][C:7]([CH2:6][CH:5]([NH:33][C:34]([C:36]4[CH:41]=[CH:40][CH:39]=[C:38]([C:42]5[CH:47]=[CH:46][C:45]([CH3:48])=[CH:44][CH:43]=5)[N:37]=4)=[O:35])[C:4]([OH:49])=[O:3])=[CH:8][C:9]=3[F:32])[N:17]=2)=[CH:23][CH:22]=1)=[O:26])([CH3:31])([CH3:30])[CH3:29]. The yield is 0.800. (7) The reactants are Cl[C:2]1[CH:7]=[CH:6][C:5]([O:8][CH3:9])=[CH:4][CH:3]=1.[CH2:10](P(C12CC3CC(CC(C3)C1)C2)C12CC3CC(CC(C3)C1)C2)[CH2:11]CC.Cl. The catalyst is C1COCC1.[Cl-].[Zn+2].[Cl-].CC([O-])=O.CC([O-])=O.[Pd+2]. The product is [CH3:9][O:8][C:5]1[CH:6]=[CH:7][C:2]([C:10]#[CH:11])=[CH:3][CH:4]=1. The yield is 0.760.